The task is: Predict which catalyst facilitates the given reaction.. This data is from Catalyst prediction with 721,799 reactions and 888 catalyst types from USPTO. (1) Reactant: [CH:1]1[CH:6]=[CH:5][C:4]([CH2:7][NH:8][CH2:9][CH2:10][NH:11][CH2:12][C:13]2[CH:18]=[CH:17][CH:16]=[CH:15][CH:14]=2)=[CH:3][CH:2]=1.CC(C1N(CC[C@@H](O)C[C@@H](O)CC(O)=[O:34])C(C2C=CC(F)=CC=2)=C(C2C=CC=CC=2)C=1C(NC1C=CC=CC=1)=O)C.[OH2:60]. Product: [C:4]1([CH2:7][NH:8][C:9](=[O:34])[C:10]([NH:11][CH2:12][C:13]2[CH:18]=[CH:17][CH:16]=[CH:15][CH:14]=2)=[O:60])[CH:3]=[CH:2][CH:1]=[CH:6][CH:5]=1.[CH:1]1[CH:2]=[CH:3][C:4]([CH2:7][NH:8][CH2:9][CH2:10][NH:11][CH2:12][C:13]2[CH:18]=[CH:17][CH:16]=[CH:15][CH:14]=2)=[CH:5][CH:6]=1. The catalyst class is: 10. (2) Reactant: [CH3:1][S:2]([C:5]1[CH:6]=[C:7]([NH:11][C:12]2[N:17]=[C:16]([N:18]3[C:22]([CH3:23])=[CH:21][C:20]([C:24]([F:27])([F:26])[F:25])=[N:19]3)[C:15]([C:28]3[CH:29]=[C:30](/[CH:34]=[CH:35]/[C:36]([O:38]CC)=[O:37])[CH:31]=[CH:32][CH:33]=3)=[CH:14][N:13]=2)[CH:8]=[CH:9][CH:10]=1)(=[O:4])=[O:3].[OH-].[Na+]. Product: [CH3:1][S:2]([C:5]1[CH:6]=[C:7]([NH:11][C:12]2[N:17]=[C:16]([N:18]3[C:22]([CH3:23])=[CH:21][C:20]([C:24]([F:26])([F:27])[F:25])=[N:19]3)[C:15]([C:28]3[CH:29]=[C:30](/[CH:34]=[CH:35]/[C:36]([OH:38])=[O:37])[CH:31]=[CH:32][CH:33]=3)=[CH:14][N:13]=2)[CH:8]=[CH:9][CH:10]=1)(=[O:3])=[O:4]. The catalyst class is: 38. (3) The catalyst class is: 2. Reactant: [F:1][C:2]1[CH:6]=[N:5][N:4]([CH3:7])[C:3]=1[C:8]1[CH:9]=[C:10]([NH2:16])[CH:11]=[CH:12][C:13]=1[O:14][CH3:15].[Cl:17][C:18]1[CH:23]=[CH:22][C:21]([N:24]=[C:25]=[O:26])=[CH:20][CH:19]=1. Product: [Cl:17][C:18]1[CH:23]=[CH:22][C:21]([NH:24][C:25]([NH:16][C:10]2[CH:11]=[CH:12][C:13]([O:14][CH3:15])=[C:8]([C:3]3[N:4]([CH3:7])[N:5]=[CH:6][C:2]=3[F:1])[CH:9]=2)=[O:26])=[CH:20][CH:19]=1.